Dataset: Forward reaction prediction with 1.9M reactions from USPTO patents (1976-2016). Task: Predict the product of the given reaction. (1) Given the reactants F[C:2]1[CH:9]=[CH:8][C:7]([F:10])=[CH:6][C:3]=1[CH:4]=O.C(=O)([O-])[O-].[K+].[K+].[C:17]([O:21][CH2:22][CH3:23])(=[O:20])[CH2:18][SH:19].O, predict the reaction product. The product is: [F:10][C:7]1[CH:8]=[CH:9][C:2]2[S:19][C:18]([C:17]([O:21][CH2:22][CH3:23])=[O:20])=[CH:4][C:3]=2[CH:6]=1. (2) The product is: [CH:10]([C:6]1[CH:5]=[C:4]([CH:1]([CH3:3])[CH3:2])[CH:9]=[CH:8][C:7]=1[S:19]([C:13]1[CH:18]=[CH:17][CH:16]=[CH:15][CH:14]=1)(=[O:21])=[O:20])([CH3:12])[CH3:11]. Given the reactants [CH:1]([C:4]1[CH:9]=[CH:8][CH:7]=[C:6]([CH:10]([CH3:12])[CH3:11])[CH:5]=1)([CH3:3])[CH3:2].[C:13]1([S:19](Cl)(=[O:21])=[O:20])[CH:18]=[CH:17][CH:16]=[CH:15][CH:14]=1.[Cl-].[Al+3].[Cl-].[Cl-], predict the reaction product.